This data is from Experimentally validated miRNA-target interactions with 360,000+ pairs, plus equal number of negative samples. The task is: Binary Classification. Given a miRNA mature sequence and a target amino acid sequence, predict their likelihood of interaction. (1) The miRNA is hsa-miR-4438 with sequence CACAGGCUUAGAAAAGACAGU. The protein sequence of the target gene is MAVSHLPTMVQESVTFKDVAILFTQEEWGQLSPAQRALYRDVMLENYSNLVSLGLLGPKPDTFSQLEKREVWMPEDTPGGFCLDWMTMPASKKSTVKAEIPEEELDQWTIKERFSSSSHWKCASLLEWQCGGQEISLQRVVLTHPNTPSQECDESGSTMSSSLHSDQSQGFQPSKNAFECSECGKVFSKSSTLNKHQKIHNEKNANQKIHIKEKRYECRECGKAFHQSTHLIHHQRIHTGEKPYECKECGKAFSVSSSLTYHQKIHTGEKPFECNLCGKAFIRNIHLAHHHRIHTGEKPF.... Result: 1 (interaction). (2) The miRNA is mmu-miR-149-5p with sequence UCUGGCUCCGUGUCUUCACUCCC. The protein sequence of the target gene is MESLMASSTLPPLFADEDGSKESNDLATSGLTHPEGPYGSAATSTTNPEFVEDLSQGQLLQSEASNAVEGNEQRPEDEQRSKRGGWSKGRKRKKPLRDSNAPKSPLTGYVRFMNERREQLRAKRPEVPFPEITRMLGNEWSKLPPEEKQRYLDEADRDKERYMKELEQYQKTEAYKVFSRKTQDRQKGKSHRQDAARQATHDHEKETEVKERSVFDIPIFTEEFLNHSKAREAELRQLRKSNMEFEERNAALQKHVESMRTAVEKLEVDVIQERSRNTVLQQHLETLRQMLTSSFASMPL.... Result: 1 (interaction).